This data is from Reaction yield outcomes from USPTO patents with 853,638 reactions. The task is: Predict the reaction yield, written as a fraction of the theoretical maximum amount of product (1.0 means a 100% yield; for example, 0.34 means a 34% yield). (1) The reactants are [CH3:1][C:2]1[C:7]([N+:8]([O-])=O)=[C:6]([CH3:11])[N:5]=[C:4]([O:12][CH2:13][C:14]([O:16][CH2:17][CH3:18])=[O:15])[N:3]=1.[H][H]. The catalyst is C(O)C.[Pd]. The product is [NH2:8][C:7]1[C:2]([CH3:1])=[N:3][C:4]([O:12][CH2:13][C:14]([O:16][CH2:17][CH3:18])=[O:15])=[N:5][C:6]=1[CH3:11]. The yield is 0.999. (2) The reactants are [C:1]([O:5][C:6]([C:8]1[C:9]([CH3:28])=[N:10][C:11]2[N:12]([CH:22]=[C:23]([C:25]([OH:27])=O)[N:24]=2)[C:13]=1[C:14]1[CH:19]=[CH:18][C:17]([Cl:20])=[CH:16][C:15]=1[Cl:21])=[O:7])([CH3:4])([CH3:3])[CH3:2].C1C[N:32]([P+](ON2N=NC3C=CC=CC2=3)(N2CCCC2)N2CCCC2)CC1.F[P-](F)(F)(F)(F)F.C1C=CC2N(O)N=NC=2C=1.[NH4+].[Cl-].CCN(C(C)C)C(C)C. The catalyst is C1COCC1. The product is [C:25]([C:23]1[N:24]=[C:11]2[N:10]=[C:9]([CH3:28])[C:8]([C:6]([O:5][C:1]([CH3:2])([CH3:3])[CH3:4])=[O:7])=[C:13]([C:14]3[CH:19]=[CH:18][C:17]([Cl:20])=[CH:16][C:15]=3[Cl:21])[N:12]2[CH:22]=1)(=[O:27])[NH2:32]. The yield is 1.00. (3) The reactants are [NH:1]1[CH:5]=[CH:4][N:3]=[C:2]1[CH2:6][C:7]#[N:8].C([O:11][C:12](=O)[CH:13]([C:18](=O)[CH3:19])[CH2:14][CH2:15][CH2:16][CH3:17])C.C([O-])(=O)C.[NH4+]. The catalyst is O. The product is [CH2:14]([C:13]1[C:12](=[O:11])[N:1]2[CH:5]=[CH:4][NH:3][C:2]2=[C:6]([C:7]#[N:8])[C:18]=1[CH3:19])[CH2:15][CH2:16][CH3:17]. The yield is 0.430. (4) The reactants are [OH:1][C:2]1[CH:9]=[CH:8][C:5]([C:6]#[N:7])=[CH:4][CH:3]=1.[Br:10][CH2:11][CH2:12][CH2:13]Br.C([O-])([O-])=O.[Cs+].[Cs+]. The catalyst is C(#N)C. The product is [Br:10][CH2:11][CH2:12][CH2:13][O:1][C:2]1[CH:9]=[CH:8][C:5]([C:6]#[N:7])=[CH:4][CH:3]=1. The yield is 0.714. (5) The catalyst is CN(C)C=O. The yield is 0.830. The product is [I-:1].[Br:3][C:4]1[CH:13]=[CH:12][C:11]([N+:14]([O-:16])=[O:15])=[C:10]2[C:5]=1[CH:6]=[CH:7][N+:8]([CH3:2])=[CH:9]2. The reactants are [I:1][CH3:2].[Br:3][C:4]1[CH:13]=[CH:12][C:11]([N+:14]([O-:16])=[O:15])=[C:10]2[C:5]=1[CH:6]=[CH:7][N:8]=[CH:9]2. (6) The reactants are [CH3:1][O:2][C:3]1[C:4]([O:12][CH2:13][CH2:14][CH3:15])=[C:5]([CH2:9][NH:10][CH3:11])[CH:6]=[CH:7][CH:8]=1.[O:16]=[C:17]1[CH2:22][O:21][C:20]2[CH:23]=[C:24](/[CH:27]=[CH:28]/[C:29]([OH:31])=O)[CH:25]=[N:26][C:19]=2[NH:18]1.ON1C2C=CC=CC=2N=N1.C(N(C(C)C)CC)(C)C. The catalyst is CN(C=O)C. The product is [CH3:1][O:2][C:3]1[C:4]([O:12][CH2:13][CH2:14][CH3:15])=[C:5]([CH:6]=[CH:7][CH:8]=1)[CH2:9][N:10]([CH3:11])[C:29](=[O:31])/[CH:28]=[CH:27]/[C:24]1[CH:25]=[N:26][C:19]2[NH:18][C:17](=[O:16])[CH2:22][O:21][C:20]=2[CH:23]=1. The yield is 0.360.